This data is from NCI-60 drug combinations with 297,098 pairs across 59 cell lines. The task is: Regression. Given two drug SMILES strings and cell line genomic features, predict the synergy score measuring deviation from expected non-interaction effect. (1) Drug 1: C1=NC(=NC(=O)N1C2C(C(C(O2)CO)O)O)N. Drug 2: CNC(=O)C1=NC=CC(=C1)OC2=CC=C(C=C2)NC(=O)NC3=CC(=C(C=C3)Cl)C(F)(F)F. Cell line: 786-0. Synergy scores: CSS=14.8, Synergy_ZIP=-5.71, Synergy_Bliss=0.0602, Synergy_Loewe=-19.6, Synergy_HSA=-1.91. (2) Drug 2: C(CN)CNCCSP(=O)(O)O. Synergy scores: CSS=0.875, Synergy_ZIP=0.442, Synergy_Bliss=1.03, Synergy_Loewe=-1.98, Synergy_HSA=-0.0810. Cell line: HCC-2998. Drug 1: COC1=C(C=C2C(=C1)N=CN=C2NC3=CC(=C(C=C3)F)Cl)OCCCN4CCOCC4. (3) Drug 1: C1CC(=O)NC(=O)C1N2CC3=C(C2=O)C=CC=C3N. Drug 2: CC1CCC2CC(C(=CC=CC=CC(CC(C(=O)C(C(C(=CC(C(=O)CC(OC(=O)C3CCCCN3C(=O)C(=O)C1(O2)O)C(C)CC4CCC(C(C4)OC)O)C)C)O)OC)C)C)C)OC. Cell line: SK-OV-3. Synergy scores: CSS=26.7, Synergy_ZIP=-2.94, Synergy_Bliss=-4.69, Synergy_Loewe=-17.6, Synergy_HSA=-2.57. (4) Drug 1: CN(C)N=NC1=C(NC=N1)C(=O)N. Drug 2: B(C(CC(C)C)NC(=O)C(CC1=CC=CC=C1)NC(=O)C2=NC=CN=C2)(O)O. Cell line: SW-620. Synergy scores: CSS=11.2, Synergy_ZIP=7.00, Synergy_Bliss=10.3, Synergy_Loewe=-5.20, Synergy_HSA=5.18. (5) Drug 1: CN(CCCl)CCCl.Cl. Drug 2: N.N.Cl[Pt+2]Cl. Cell line: OVCAR-8. Synergy scores: CSS=43.7, Synergy_ZIP=-12.9, Synergy_Bliss=-5.37, Synergy_Loewe=-6.89, Synergy_HSA=0.848. (6) Drug 1: C1=CC(=CC=C1C#N)C(C2=CC=C(C=C2)C#N)N3C=NC=N3. Drug 2: CC1=C(N=C(N=C1N)C(CC(=O)N)NCC(C(=O)N)N)C(=O)NC(C(C2=CN=CN2)OC3C(C(C(C(O3)CO)O)O)OC4C(C(C(C(O4)CO)O)OC(=O)N)O)C(=O)NC(C)C(C(C)C(=O)NC(C(C)O)C(=O)NCCC5=NC(=CS5)C6=NC(=CS6)C(=O)NCCC[S+](C)C)O. Cell line: A498. Synergy scores: CSS=14.3, Synergy_ZIP=-1.26, Synergy_Bliss=1.29, Synergy_Loewe=-4.50, Synergy_HSA=-0.299.